Task: Regression. Given a peptide amino acid sequence and an MHC pseudo amino acid sequence, predict their binding affinity value. This is MHC class II binding data.. Dataset: Peptide-MHC class II binding affinity with 134,281 pairs from IEDB (1) The peptide sequence is AVSMTGVMRGNHYAF. The MHC is HLA-DQA10303-DQB10402 with pseudo-sequence HLA-DQA10303-DQB10402. The binding affinity (normalized) is 0.170. (2) The peptide sequence is DEYVEQVAQYKALPV. The MHC is DRB1_1201 with pseudo-sequence DRB1_1201. The binding affinity (normalized) is 0.600. (3) The peptide sequence is YDKFLANVSTVLTLK. The MHC is DRB1_0101 with pseudo-sequence DRB1_0101. The binding affinity (normalized) is 0.856. (4) The peptide sequence is YQSYGPSGQYTHEFD. The MHC is HLA-DQA10501-DQB10301 with pseudo-sequence HLA-DQA10501-DQB10301. The binding affinity (normalized) is 0.0457. (5) The peptide sequence is SKKSKARQAVAIADA. The MHC is H-2-IAd with pseudo-sequence H-2-IAd. The binding affinity (normalized) is 0.471. (6) The peptide sequence is GELQIVDKIDAMFKI. The MHC is DRB1_1501 with pseudo-sequence DRB1_1501. The binding affinity (normalized) is 0.395.